The task is: Predict which catalyst facilitates the given reaction.. This data is from Catalyst prediction with 721,799 reactions and 888 catalyst types from USPTO. (1) Reactant: Cl.[Br:2][C:3]1[CH:4]=[C:5]2[C:10](=[CH:11][N:12]=1)[N:9]([C@H:13]1[CH2:18][CH2:17][CH2:16][NH:15][CH2:14]1)[CH:8]=[C:7]([C:19]([O:21][CH2:22][CH3:23])=[O:20])[C:6]2=[O:24].Cl.Cl[CH2:27][CH2:28][N:29]1[CH2:34][CH2:33][O:32][CH2:31][CH2:30]1.[I-].[Na+].C(=O)([O-])[O-].[K+].[K+]. Product: [Br:2][C:3]1[CH:4]=[C:5]2[C:10](=[CH:11][N:12]=1)[N:9]([C@H:13]1[CH2:18][CH2:17][CH2:16][N:15]([CH2:27][CH2:28][N:29]3[CH2:34][CH2:33][O:32][CH2:31][CH2:30]3)[CH2:14]1)[CH:8]=[C:7]([C:19]([O:21][CH2:22][CH3:23])=[O:20])[C:6]2=[O:24]. The catalyst class is: 115. (2) Reactant: [CH3:1][O:2][C:3]1[CH:11]=[CH:10][C:6]([C:7](Cl)=[O:8])=[CH:5][C:4]=1[C:12]([F:15])([F:14])[F:13].[OH-].[Na+].Cl.[NH:19]1[CH2:24][CH2:23][C:22](O)([OH:25])[CH2:21][CH2:20]1. Product: [CH3:1][O:2][C:3]1[CH:11]=[CH:10][C:6]([C:7]([N:19]2[CH2:24][CH2:23][C:22](=[O:25])[CH2:21][CH2:20]2)=[O:8])=[CH:5][C:4]=1[C:12]([F:15])([F:14])[F:13]. The catalyst class is: 11. (3) Reactant: [CH2:1]([O:8][C:9]1[C:10]([CH2:20][CH:21]([C:23]2[O:24][C:25]([CH2:28][N:29]([CH3:31])[CH3:30])=[CH:26][CH:27]=2)[NH2:22])=[CH:11][C:12]([Cl:19])=[C:13]2[C:18]=1[N:17]=[CH:16][CH:15]=[CH:14]2)[C:2]1[CH:7]=[CH:6][CH:5]=[CH:4][CH:3]=1.[C:32](Cl)(=[O:36])[CH:33]([CH3:35])[CH3:34].C(N(CC)CC)C. Product: [CH2:1]([O:8][C:9]1[C:10]([CH2:20][CH:21]([NH:22][C:32](=[O:36])[CH:33]([CH3:35])[CH3:34])[C:23]2[O:24][C:25]([CH2:28][N:29]([CH3:30])[CH3:31])=[CH:26][CH:27]=2)=[CH:11][C:12]([Cl:19])=[C:13]2[C:18]=1[N:17]=[CH:16][CH:15]=[CH:14]2)[C:2]1[CH:7]=[CH:6][CH:5]=[CH:4][CH:3]=1. The catalyst class is: 7. (4) Reactant: [CH:1]1([Mg]Br)[CH2:3][CH2:2]1.[CH2:6]([O:8][C:9](=[O:25])[C:10]1[CH:22]=[C:21]([CH:23]=[O:24])[CH:20]=[C:12]([C:13]([N:15]([CH3:19])[CH2:16][CH2:17][CH3:18])=[O:14])[CH:11]=1)[CH3:7]. Product: [CH2:6]([O:8][C:9](=[O:25])[C:10]1[CH:22]=[C:21]([CH:23]([CH:1]2[CH2:3][CH2:2]2)[OH:24])[CH:20]=[C:12]([C:13]([N:15]([CH3:19])[CH2:16][CH2:17][CH3:18])=[O:14])[CH:11]=1)[CH3:7]. The catalyst class is: 1. (5) Reactant: [NH2:1][C:2]1[CH:7]=[CH:6][C:5]([SH:8])=[CH:4][CH:3]=1.Cl[C:10]1[CH:15]=[CH:14][N:13]=[C:12]([C:16]([NH:18][CH3:19])=[O:17])[CH:11]=1. Product: [NH2:1][C:2]1[CH:7]=[CH:6][C:5]([S:8][C:10]2[CH:15]=[CH:14][N:13]=[C:12]([C:16]([NH:18][CH3:19])=[O:17])[CH:11]=2)=[CH:4][CH:3]=1. The catalyst class is: 42. (6) Reactant: [F:1][C:2]1[CH:14]=[CH:13][C:5]([C:6]([CH2:8][C:9]([O:11][CH3:12])=[O:10])=[O:7])=[CH:4][CH:3]=1.[C:15](#[N:19])[CH:16]([CH3:18])[CH3:17].[Sn](Cl)(Cl)(Cl)Cl.O. Product: [NH2:19][C:15]([CH:16]([CH3:18])[CH3:17])=[C:8]([C:6]([C:5]1[CH:4]=[CH:3][C:2]([F:1])=[CH:14][CH:13]=1)=[O:7])[C:9]([O:11][CH3:12])=[O:10]. The catalyst class is: 133. (7) Reactant: N(C(OCCOC)=O)=NC(OCCOC)=O.[CH3:17][C:18]1[CH:23]=[C:22]([N+:24]([O-:26])=[O:25])[C:21]([CH3:27])=[CH:20][C:19]=1[OH:28].[CH2:29]([CH:32]1[CH2:34][CH:33]1[CH2:35]O)[CH2:30][CH3:31].C1(P(C2C=CC=CC=2)C2C=CC=CC=2)C=CC=CC=1.C(=O)(O)[O-].[Na+]. Product: [CH3:17][C:18]1[CH:23]=[C:22]([N+:24]([O-:26])=[O:25])[C:21]([CH3:27])=[CH:20][C:19]=1[O:28][CH2:35][CH:33]1[CH2:34][CH:32]1[CH2:29][CH2:30][CH3:31]. The catalyst class is: 11. (8) Reactant: [Cl:1][C:2]1[C:7]([C:8]([OH:10])=O)=[C:6]([F:11])[C:5]([NH:12][S:13]([CH2:16][CH2:17][CH3:18])(=[O:15])=[O:14])=[CH:4][CH:3]=1.CCN=C=NCCCN(C)C.C1C=CC2N(O)N=NC=2C=1.[NH2:40][C:41]1[CH:42]=[C:43]2[C:49]([O:50][CH2:51][CH3:52])=[N:48][N:47]([C:53]([O:55][C:56]([CH3:59])([CH3:58])[CH3:57])=[O:54])[C:44]2=[N:45][CH:46]=1.CCN(CC)CC. Product: [Cl:1][C:2]1[C:7]([C:8]([NH:40][C:41]2[CH:42]=[C:43]3[C:49]([O:50][CH2:51][CH3:52])=[N:48][N:47]([C:53]([O:55][C:56]([CH3:57])([CH3:59])[CH3:58])=[O:54])[C:44]3=[N:45][CH:46]=2)=[O:10])=[C:6]([F:11])[C:5]([NH:12][S:13]([CH2:16][CH2:17][CH3:18])(=[O:15])=[O:14])=[CH:4][CH:3]=1. The catalyst class is: 31.